This data is from Experimentally validated miRNA-target interactions with 360,000+ pairs, plus equal number of negative samples. The task is: Binary Classification. Given a miRNA mature sequence and a target amino acid sequence, predict their likelihood of interaction. (1) The miRNA is hsa-miR-138-1-3p with sequence GCUACUUCACAACACCAGGGCC. The protein sequence of the target gene is MSTPPLAASGMAPGPFAGPQAQQAAREVNTASLCRIGQETVQDIVYRTMEIFQLLRNMQLPNGVTYHTGTYQDRLTKLQDNLRQLSVLFRKLRLVYDKCNENCGGMDPIPVEQLIPYVEEDGSKNDDRAGPPRFASEERREIAEVNKKLKQKNQQLKQIMDQLRNLIWDINAMLAMRN. Result: 0 (no interaction). (2) The miRNA is hsa-miR-876-3p with sequence UGGUGGUUUACAAAGUAAUUCA. The protein sequence of the target gene is MNREDRNVLRMKERERRNQEIQQGEDAFPPSSPLFAEPYKVTSKEDKLSSRIQSMLGNYDEMKDYIGDRSIPKLVAIPKPAVPTTTDEKANPNFFEQRHGGSHQSSKWTPVGPAPSTSQSQKRSSALQSGHSSQRSGAGGSGASSSGQRHDRDSYSSSRKKGQHGSEHSKSRSSSPGKPQAVSSLSSSHSRSHGNDHHSKEHQRSKSPRDPDANWDSPSRGPFSSGQHSSQSFPPSLMSKSSSMLQKPTAYVRPMDGQESVEPKLSSEHYSSQSHGNSMTELKPSSKAHLTKLKIPSRPL.... Result: 0 (no interaction).